From a dataset of Reaction yield outcomes from USPTO patents with 853,638 reactions. Predict the reaction yield, written as a fraction of the theoretical maximum amount of product (1.0 means a 100% yield; for example, 0.34 means a 34% yield). (1) The yield is 0.620. The product is [CH3:24][S:25]([C:28]1[CH:37]=[C:36]2[C:31]([CH2:32][CH2:33][CH2:34][N:35]2[C:2]2[C:6]3[CH2:7][N:8]([C:11]([O:13][C:14]([CH3:17])([CH3:16])[CH3:15])=[O:12])[CH2:9][CH2:10][C:5]=3[N:4]([CH:18]3[CH2:23][CH2:22][O:21][CH2:20][CH2:19]3)[N:3]=2)=[CH:30][CH:29]=1)(=[O:27])=[O:26]. The catalyst is O1CCOCC1. The reactants are Br[C:2]1[C:6]2[CH2:7][N:8]([C:11]([O:13][C:14]([CH3:17])([CH3:16])[CH3:15])=[O:12])[CH2:9][CH2:10][C:5]=2[N:4]([CH:18]2[CH2:23][CH2:22][O:21][CH2:20][CH2:19]2)[N:3]=1.[CH3:24][S:25]([C:28]1[CH:37]=[C:36]2[C:31]([CH2:32][CH2:33][CH2:34][NH:35]2)=[CH:30][CH:29]=1)(=[O:27])=[O:26].C1(P(C2CCCCC2)C2C=CC=CC=2C2C(OC(C)C)=CC=CC=2OC(C)C)CCCCC1.C(O[Na])(C)(C)C. (2) The reactants are [Br:1][C:2]1[N:7]=[C:6]2[C:8]([CH3:36])=[C:9]([CH:11]([NH:18][C:19]3[CH:24]=[CH:23][C:22]([C:25]([N:27]([CH3:35])[CH2:28][CH2:29][C:30]([O:32]CC)=[O:31])=[O:26])=[CH:21][CH:20]=3)[CH:12]3[CH2:17][CH2:16][CH2:15][CH2:14][CH2:13]3)[O:10][C:5]2=[CH:4][CH:3]=1.O1CCCC1.[OH-].[Li+]. The catalyst is C(O)C. The product is [Br:1][C:2]1[N:7]=[C:6]2[C:8]([CH3:36])=[C:9]([CH:11]([NH:18][C:19]3[CH:20]=[CH:21][C:22]([C:25]([N:27]([CH3:35])[CH2:28][CH2:29][C:30]([OH:32])=[O:31])=[O:26])=[CH:23][CH:24]=3)[CH:12]3[CH2:13][CH2:14][CH2:15][CH2:16][CH2:17]3)[O:10][C:5]2=[CH:4][CH:3]=1. The yield is 0.900. (3) The reactants are COC[O:4][C:5]1[CH:10]=[C:9]([O:11]COC)[CH:8]=[CH:7][C:6]=1[CH:15]1[CH2:20][CH2:19][CH2:18][CH:17]([NH:21][C:22](=[O:24])[CH3:23])[CH2:16]1. The catalyst is CO. The product is [OH:4][C:5]1[CH:10]=[C:9]([OH:11])[CH:8]=[CH:7][C:6]=1[CH:15]1[CH2:20][CH2:19][CH2:18][CH:17]([NH:21][C:22](=[O:24])[CH3:23])[CH2:16]1. The yield is 0.340.